From a dataset of Forward reaction prediction with 1.9M reactions from USPTO patents (1976-2016). Predict the product of the given reaction. (1) Given the reactants [H-].[Na+].[I:3][C:4]1[C:9]([CH3:10])=[CH:8][CH:7]=[CH:6][C:5]=1[CH2:11][OH:12].Br[CH2:14][C:15]([O:17][C:18]([CH3:21])([CH3:20])[CH3:19])=[O:16].CCOC(C)=O, predict the reaction product. The product is: [C:18]([O:17][C:15](=[O:16])[CH2:14][O:12][CH2:11][C:5]1[CH:6]=[CH:7][CH:8]=[C:9]([CH3:10])[C:4]=1[I:3])([CH3:21])([CH3:20])[CH3:19]. (2) Given the reactants [CH2:1]([O:8][CH2:9][CH:10]=O)[C:2]1[CH:7]=[CH:6][CH:5]=[CH:4][CH:3]=1.ClC(Cl)([CH2:16][CH3:17])C=O.[NH3:19].[CH3:20][C:21]#[N:22], predict the reaction product. The product is: [CH2:1]([O:8][CH2:9][C:10]1[NH:22][CH:21]=[C:20]([CH2:16][CH3:17])[N:19]=1)[C:2]1[CH:7]=[CH:6][CH:5]=[CH:4][CH:3]=1.